This data is from Catalyst prediction with 721,799 reactions and 888 catalyst types from USPTO. The task is: Predict which catalyst facilitates the given reaction. (1) The catalyst class is: 337. Reactant: Br[C:2]1[CH:7]=[CH:6][CH:5]=[CH:4][N:3]=1.[Cl:8][C:9]1[CH:14]=[CH:13][C:12]([N:15]([C:23](=[O:28])[CH2:24][CH2:25][C:26]#[CH:27])[C:16](=[O:22])[O:17][C:18]([CH3:21])([CH3:20])[CH3:19])=[CH:11][CH:10]=1. Product: [Cl:8][C:9]1[CH:10]=[CH:11][C:12]([N:15]([C:23](=[O:28])[CH2:24][CH2:25][C:26]#[C:27][C:2]2[CH:7]=[CH:6][CH:5]=[CH:4][N:3]=2)[C:16](=[O:22])[O:17][C:18]([CH3:19])([CH3:20])[CH3:21])=[CH:13][CH:14]=1. (2) Reactant: [CH3:1][O:2][C:3]1[CH:4]=[C:5]2[C:10](=[CH:11][C:12]=1[O:13][CH3:14])[N:9]=[CH:8][N:7]=[C:6]2[O:15][C:16]1[CH:22]=[CH:21][C:19]([NH2:20])=[CH:18][CH:17]=1.Cl[C:24](Cl)([O:26][C:27](=[O:33])OC(Cl)(Cl)Cl)Cl.[CH:35]1([CH2:41]CO)[CH2:40][CH2:39][CH2:38][CH2:37][CH2:36]1.C(=O)(O)[O-].[Na+]. Product: [CH3:1][O:2][C:3]1[CH:4]=[C:5]2[C:10](=[CH:11][C:12]=1[O:13][CH3:14])[N:9]=[CH:8][N:7]=[C:6]2[O:15][C:16]1[CH:22]=[CH:21][C:19]([NH:20][C:27](=[O:33])[O:26][CH2:24][CH2:41][CH:35]2[CH2:40][CH2:39][CH2:38][CH2:37][CH2:36]2)=[CH:18][CH:17]=1. The catalyst class is: 208. (3) Reactant: [ClH:1].[C:2]([CH2:4][C:5]([O:7][CH2:8][CH3:9])=[O:6])#[N:3].[CH2:10]([OH:12])[CH3:11]. Product: [ClH:1].[CH2:10]([O:12][C:2](=[NH:3])[CH2:4][C:5]([O:7][CH2:8][CH3:9])=[O:6])[CH3:11]. The catalyst class is: 28. (4) The catalyst class is: 5. Reactant: [NH2:1][C:2]1[CH:7]=[CH:6][C:5]([N:8]2[CH2:12][CH2:11][CH2:10][CH2:9]2)=[CH:4][C:3]=1[NH:13][C:14](=[O:21])[C:15]1[CH:20]=[CH:19][CH:18]=[CH:17][CH:16]=1.[CH3:22][O:23][C:24]1[CH:25]=[C:26]([CH:29]=[C:30]([O:34][CH3:35])[C:31]=1[O:32][CH3:33])[CH:27]=O. Product: [N:8]1([C:5]2[CH:6]=[CH:7][C:2](/[N:1]=[CH:27]/[C:26]3[CH:29]=[C:30]([O:34][CH3:35])[C:31]([O:32][CH3:33])=[C:24]([O:23][CH3:22])[CH:25]=3)=[C:3]([NH:13][C:14](=[O:21])[C:15]3[CH:16]=[CH:17][CH:18]=[CH:19][CH:20]=3)[CH:4]=2)[CH2:9][CH2:10][CH2:11][CH2:12]1. (5) Reactant: [Cl:1][C:2]1[CH:3]=[C:4]([N:22]([CH2:30][CH3:31])[CH:23]2[CH2:28][CH2:27][C:26](=[O:29])[CH2:25][CH2:24]2)[C:5]([CH3:21])=[C:6]([CH:20]=1)[C:7]([NH:9][CH2:10][C:11]1[C:12](=[O:19])[NH:13][C:14]([CH3:18])=[CH:15][C:16]=1[CH3:17])=[O:8].[BH4-].[Na+]. Product: [Cl:1][C:2]1[CH:3]=[C:4]([N:22]([CH2:30][CH3:31])[CH:23]2[CH2:24][CH2:25][CH:26]([OH:29])[CH2:27][CH2:28]2)[C:5]([CH3:21])=[C:6]([CH:20]=1)[C:7]([NH:9][CH2:10][C:11]1[C:12](=[O:19])[NH:13][C:14]([CH3:18])=[CH:15][C:16]=1[CH3:17])=[O:8]. The catalyst class is: 5. (6) Reactant: Cl.[N+:2]([C:5]1[CH:6]=[C:7]([N:11]2[CH2:16][CH2:15][NH:14][CH2:13][CH2:12]2)[CH:8]=[CH:9][CH:10]=1)([O-:4])=[O:3].Br[CH2:18][CH2:19][C:20]([O:22][CH2:23][CH3:24])=[O:21].C(=O)([O-])[O-].[K+].[K+].[I-].[K+]. Product: [N+:2]([C:5]1[CH:6]=[C:7]([N:11]2[CH2:16][CH2:15][N:14]([CH2:18][CH2:19][C:20]([O:22][CH2:23][CH3:24])=[O:21])[CH2:13][CH2:12]2)[CH:8]=[CH:9][CH:10]=1)([O-:4])=[O:3]. The catalyst class is: 10. (7) Reactant: [NH:1]1[CH2:6][CH2:5][CH2:4][CH2:3][CH2:2]1.[CH2:7]([O:9][C:10]([C:12]1([CH2:25][CH2:26][CH2:27]Br)[CH2:17][CH2:16][N:15]([C:18]([O:20][C:21]([CH3:24])([CH3:23])[CH3:22])=[O:19])[CH2:14][CH2:13]1)=[O:11])[CH3:8].O. Product: [CH2:7]([O:9][C:10]([C:12]1([CH2:25][CH2:26][CH2:27][N:1]2[CH2:6][CH2:5][CH2:4][CH2:3][CH2:2]2)[CH2:17][CH2:16][N:15]([C:18]([O:20][C:21]([CH3:24])([CH3:23])[CH3:22])=[O:19])[CH2:14][CH2:13]1)=[O:11])[CH3:8]. The catalyst class is: 7. (8) Reactant: [ClH:1].[CH3:2][N:3]([CH3:41])[CH2:4][CH2:5][CH:6]1[CH2:11][CH2:10][N:9]([C:12]2[CH:21]=[C:20]([C:22]([NH:24][CH2:25][C@H:26]3[CH2:31][CH2:30][C@H:29]([CH2:32][NH:33]C(=O)OC(C)(C)C)[CH2:28][CH2:27]3)=[O:23])[C:19]3[C:14](=[CH:15][CH:16]=[CH:17][CH:18]=3)[N:13]=2)[CH2:8][CH2:7]1. Product: [ClH:1].[ClH:1].[ClH:1].[NH2:33][CH2:32][C@H:29]1[CH2:30][CH2:31][C@H:26]([CH2:25][NH:24][C:22]([C:20]2[C:19]3[C:14](=[CH:15][CH:16]=[CH:17][CH:18]=3)[N:13]=[C:12]([N:9]3[CH2:8][CH2:7][CH:6]([CH2:5][CH2:4][N:3]([CH3:2])[CH3:41])[CH2:11][CH2:10]3)[CH:21]=2)=[O:23])[CH2:27][CH2:28]1. The catalyst class is: 38.